From a dataset of Forward reaction prediction with 1.9M reactions from USPTO patents (1976-2016). Predict the product of the given reaction. (1) Given the reactants [O:1]=[S:2]1(=[O:19])[CH2:6][C:5]2[CH:7]=[C:8]([CH2:11][C:12]([O:14]C(C)(C)C)=[O:13])[CH:9]=[CH:10][C:4]=2[NH:3]1.FC(F)(F)C(O)=O, predict the reaction product. The product is: [O:1]=[S:2]1(=[O:19])[CH2:6][C:5]2[CH:7]=[C:8]([CH2:11][C:12]([OH:14])=[O:13])[CH:9]=[CH:10][C:4]=2[NH:3]1. (2) Given the reactants [C:1]([O:5][C:6]([N:8]1[CH2:13][CH2:12][CH:11]([N:14]2[C@H:18]([C:19]3[CH:24]=[CH:23][CH:22]=[CH:21][CH:20]=3)[CH2:17][NH:16][C:15]2=[O:25])[CH2:10][CH2:9]1)=[O:7])([CH3:4])([CH3:3])[CH3:2].[H-].[Na+].[CH3:28][N:29]=[C:30]=[O:31], predict the reaction product. The product is: [C:1]([O:5][C:6]([N:8]1[CH2:9][CH2:10][CH:11]([N:14]2[C@H:18]([C:19]3[CH:20]=[CH:21][CH:22]=[CH:23][CH:24]=3)[CH2:17][N:16]([C:30](=[O:31])[NH:29][CH3:28])[C:15]2=[O:25])[CH2:12][CH2:13]1)=[O:7])([CH3:4])([CH3:2])[CH3:3]. (3) Given the reactants [CH:1]1[C:10]2[C:5](=[CH:6][C:7]([C:11]3[S:15][C:14]([NH:16][C:17](=O)OC(C)(C)C)=[N:13][N:12]=3)=[CH:8][CH:9]=2)[CH:4]=[CH:3][N:2]=1.C(=O)([O-])[O-].[Cs+].[Cs+].[F:30][C:31]([F:49])([F:48])[C:32]1[CH:37]=[CH:36][C:35]([C@H:38]2[C@@H:45]3[N:41](S(=O)(=O)OC3)[CH2:40][CH2:39]2)=[CH:34][CH:33]=1, predict the reaction product. The product is: [CH:1]1[C:10]2[C:5](=[CH:6][C:7]([C:11]3[S:15][C:14]([NH:16][CH2:17][C@@H:45]4[C@H:38]([C:35]5[CH:36]=[CH:37][C:32]([C:31]([F:30])([F:48])[F:49])=[CH:33][CH:34]=5)[CH2:39][CH2:40][NH:41]4)=[N:13][N:12]=3)=[CH:8][CH:9]=2)[CH:4]=[CH:3][N:2]=1. (4) Given the reactants [Br:1][C:2]1[CH:11]=[CH:10][C:5]([C:6](OC)=[O:7])=[CH:4][C:3]=1[CH3:12].[BH4-].[Li+], predict the reaction product. The product is: [Br:1][C:2]1[CH:11]=[CH:10][C:5]([CH2:6][OH:7])=[CH:4][C:3]=1[CH3:12]. (5) Given the reactants [C:1]([C:4]1[C:9]2[S:10][C:11]([C:14]([NH:16][C:17]3[CH:26]=[CH:25][C:24]4[C:19](=[CH:20][CH:21]=[CH:22][C:23]=4[C:27]([N:29]4[CH2:32][CH:31]([O:33][CH3:34])[CH2:30]4)=[O:28])[N:18]=3)=[O:15])=[C:12]([CH3:13])[C:8]=2[C:7]([CH2:35][O:36][CH3:37])=[CH:6][CH:5]=1)(=[O:3])[CH3:2].O.[C:39]1([CH3:49])[CH:44]=[CH:43][C:42]([S:45]([OH:48])(=[O:47])=[O:46])=[CH:41][CH:40]=1, predict the reaction product. The product is: [C:39]1([CH3:49])[CH:40]=[CH:41][C:42]([S:45]([OH:48])(=[O:46])=[O:47])=[CH:43][CH:44]=1.[C:1]([C:4]1[C:9]2[S:10][C:11]([C:14]([NH:16][C:17]3[CH:26]=[CH:25][C:24]4[C:19](=[CH:20][CH:21]=[CH:22][C:23]=4[C:27]([N:29]4[CH2:32][CH:31]([O:33][CH3:34])[CH2:30]4)=[O:28])[N:18]=3)=[O:15])=[C:12]([CH3:13])[C:8]=2[C:7]([CH2:35][O:36][CH3:37])=[CH:6][CH:5]=1)(=[O:3])[CH3:2]. (6) Given the reactants [CH2:1]([O:3][C:4]1[C:5]([NH2:24])=[CH:6][C:7]2[C:16]3[C:11](=[C:12]([NH2:22])[N:13]=[C:14]([N:17]4[CH:21]=[CH:20][N:19]=[CH:18]4)[CH:15]=3)[CH:10]=[N:9][C:8]=2[CH:23]=1)[CH3:2].[N:25]([C:28]1[CH:33]=[CH:32][C:31]([N:34]([CH3:36])[CH3:35])=[CH:30][CH:29]=1)=[C:26]=[O:27], predict the reaction product. The product is: [NH2:22][C:12]1[N:13]=[C:14]([N:17]2[CH:21]=[CH:20][N:19]=[CH:18]2)[CH:15]=[C:16]2[C:11]=1[CH:10]=[N:9][C:8]1[CH:23]=[C:4]([O:3][CH2:1][CH3:2])[C:5]([NH:24][C:26]([NH:25][C:28]3[CH:33]=[CH:32][C:31]([N:34]([CH3:36])[CH3:35])=[CH:30][CH:29]=3)=[O:27])=[CH:6][C:7]2=1.